Predict the reaction yield, written as a fraction of the theoretical maximum amount of product (1.0 means a 100% yield; for example, 0.34 means a 34% yield). From a dataset of Reaction yield outcomes from USPTO patents with 853,638 reactions. The reactants are [F:1][C:2]([F:12])([F:11])[C:3]([NH:5][CH2:6][CH2:7][CH2:8][CH2:9][OH:10])=[O:4].C(N(CC)CC)C.[CH3:20][S:21](O[S:21]([CH3:20])(=[O:23])=[O:22])(=[O:23])=[O:22]. The catalyst is C(Cl)Cl.O. The product is [F:1][C:2]([F:11])([F:12])[C:3]([NH:5][CH2:6][CH2:7][CH2:8][CH2:9][O:10][S:21]([CH3:20])(=[O:23])=[O:22])=[O:4]. The yield is 0.730.